From a dataset of Catalyst prediction with 721,799 reactions and 888 catalyst types from USPTO. Predict which catalyst facilitates the given reaction. (1) Product: [CH2:20]([C:2]1([C:10]2[CH:15]=[CH:14][CH:13]=[C:12]([O:16][CH3:17])[CH:11]=2)[O:7][CH2:6][CH2:5][N:4]([CH3:8])[C:3]1=[O:9])[CH:19]=[CH2:18]. Reactant: O[C:2]1([C:10]2[CH:15]=[CH:14][CH:13]=[C:12]([O:16][CH3:17])[CH:11]=2)[O:7][CH2:6][CH2:5][N:4]([CH3:8])[C:3]1=[O:9].[CH2:18]([Si](C)(C)C)[CH:19]=[CH2:20]. The catalyst class is: 388. (2) Reactant: [C:1]([CH:5]1[N:14]2[C:9](=[CH:10][C:11](=[O:20])[C:12]([C:15]([O:17][CH2:18][CH3:19])=[O:16])=[CH:13]2)[C:8]2[CH:21]=[C:22]([O:26][CH3:27])[C:23]([OH:25])=[CH:24][C:7]=2[CH2:6]1)([CH3:4])([CH3:3])[CH3:2].CC1C=CC(S(O[CH2:39][CH2:40][CH2:41][N:42]2[CH2:46][CH2:45][CH2:44][C:43]2=[O:47])(=O)=O)=CC=1.C([O-])([O-])=O.[K+].[K+]. Product: [C:1]([CH:5]1[N:14]2[C:9](=[CH:10][C:11](=[O:20])[C:12]([C:15]([O:17][CH2:18][CH3:19])=[O:16])=[CH:13]2)[C:8]2[CH:21]=[C:22]([O:26][CH3:27])[C:23]([O:25][CH2:39][CH2:40][CH2:41][N:42]3[CH2:46][CH2:45][CH2:44][C:43]3=[O:47])=[CH:24][C:7]=2[CH2:6]1)([CH3:2])([CH3:3])[CH3:4]. The catalyst class is: 3.